This data is from Forward reaction prediction with 1.9M reactions from USPTO patents (1976-2016). The task is: Predict the product of the given reaction. (1) Given the reactants [C:1]([O:4][CH2:5][C@@:6]([NH:26]C(=O)C)([CH3:25])[CH2:7][CH2:8][C:9]1[O:10][C:11]([C:14]#[C:15][CH2:16][O:17][C:18]2[CH:23]=[CH:22][C:21]([Cl:24])=[CH:20][CH:19]=2)=[CH:12][CH:13]=1)(=[O:3])[CH3:2].O1CCCC1.CO.[OH2:37].[OH-:38].[Li+], predict the reaction product. The product is: [C:2]([OH:38])(=[O:37])[C:1]([OH:4])=[O:3].[NH2:26][C@:6]([CH3:25])([CH2:7][CH2:8][C:9]1[O:10][C:11]([C:14]#[C:15][CH2:16][O:17][C:18]2[CH:19]=[CH:20][C:21]([Cl:24])=[CH:22][CH:23]=2)=[CH:12][CH:13]=1)[CH2:5][OH:4]. (2) Given the reactants [CH3:1][O:2][C:3]([C:5]1[CH:10]=[N:9][C:8]([OH:11])=[CH:7][N:6]=1)=[O:4].C(=O)([O-])[O-].[K+].[K+].Cl[C:19]([F:24])([F:23])C([O-])=O.[Na+], predict the reaction product. The product is: [CH3:1][O:2][C:3]([C:5]1[CH:10]=[N:9][C:8]([O:11][CH:19]([F:24])[F:23])=[CH:7][N:6]=1)=[O:4].